This data is from Retrosynthesis with 50K atom-mapped reactions and 10 reaction types from USPTO. The task is: Predict the reactants needed to synthesize the given product. (1) Given the product N#CC1(C=O)CC1C1CCN(c2ncc(Cl)cn2)CC1, predict the reactants needed to synthesize it. The reactants are: N#CC1(CO)CC1C1CCN(c2ncc(Cl)cn2)CC1. (2) Given the product CC1(O)CC(NCCc2ccccc2)c2ccccc21, predict the reactants needed to synthesize it. The reactants are: CBr.O=C1CC(NCCc2ccccc2)c2ccccc21. (3) Given the product COC(=O)c1ccc(NC(=O)c2ccc3c(c2)N(S(=O)(=O)c2cc(Cl)ccc2OC)CCO3)nc1, predict the reactants needed to synthesize it. The reactants are: COC(=O)c1ccc(NC(=O)c2ccc3c(c2)NCCO3)nc1.COc1ccc(Cl)cc1S(=O)(=O)Cl. (4) The reactants are: NC1CCN(C(=O)OCc2ccccc2)CC1.O=[N+]([O-])c1ccc(F)c(I)c1. Given the product O=C(OCc1ccccc1)N1CCC(Nc2ccc([N+](=O)[O-])cc2I)CC1, predict the reactants needed to synthesize it. (5) Given the product Cc1c(C)c2c(c(C)c1O)CCC(C)(C(=O)NCc1ccccn1)O2, predict the reactants needed to synthesize it. The reactants are: Cc1c(C)c2c(c(C)c1O)CCC(C)(C(=O)O)O2.NCc1ccccn1. (6) Given the product COC=C1CCC(c2ccccc2)CC1, predict the reactants needed to synthesize it. The reactants are: CC(C)(C)[O-].O=C1CCC(c2ccccc2)CC1. (7) The reactants are: NCCO.O=C(O)c1cc([N+](=O)[O-])cc([N+](=O)[O-])c1Cl. Given the product O=C(NCCO)c1cc([N+](=O)[O-])cc([N+](=O)[O-])c1Cl, predict the reactants needed to synthesize it. (8) Given the product CN(C[C@@H]1COCCO1)S(=O)(=O)Nc1ccc2ccc3ncc(-c4cnn(C)c4)cc3c(=O)c2c1, predict the reactants needed to synthesize it. The reactants are: CN(CC1COCCO1)S(=O)(=O)Nc1ccc2ccc3ncc(Cl)cc3c(=O)c2c1.Cn1cc(B2OC(C)(C)C(C)(C)O2)cn1.